The task is: Predict the product of the given reaction.. This data is from Forward reaction prediction with 1.9M reactions from USPTO patents (1976-2016). (1) Given the reactants Cl[C:2]1[C:7]([N+:8]([O-:10])=[O:9])=[CH:6][CH:5]=[C:4](OC)[N:3]=1.[F:13][C:14]([F:23])([F:22])[C:15]1[CH:16]=[C:17]([OH:21])[CH:18]=[CH:19][CH:20]=1.C(=O)([O-])[O-].[Cs+].[Cs+], predict the reaction product. The product is: [N+:8]([C:7]1[C:2]([O:21][C:17]2[CH:18]=[CH:19][CH:20]=[C:15]([C:14]([F:13])([F:22])[F:23])[CH:16]=2)=[N:3][CH:4]=[CH:5][CH:6]=1)([O-:10])=[O:9]. (2) Given the reactants Br[C:2]1[N:6]([C:7]2[CH:12]=[CH:11][CH:10]=[C:9]([Cl:13])[C:8]=2[Cl:14])[N:5]=[CH:4][N:3]=1.[CH3:15][O:16][C:17]1[CH:24]=[CH:23][CH:22]=[CH:21][C:18]=1[CH2:19][NH2:20], predict the reaction product. The product is: [Cl:14][C:8]1[C:9]([Cl:13])=[CH:10][CH:11]=[CH:12][C:7]=1[N:6]1[C:2]([NH:20][CH2:19][C:18]2[CH:21]=[CH:22][CH:23]=[CH:24][C:17]=2[O:16][CH3:15])=[N:3][CH:4]=[N:5]1. (3) The product is: [Br:11][C:12]1[C:17]([CH3:18])=[CH:16][N:15]=[C:14]([CH:19]=[O:20])[CH:13]=1. Given the reactants CS(C)=O.C(Cl)(=O)C(Cl)=O.[Br:11][C:12]1[C:17]([CH3:18])=[CH:16][N:15]=[C:14]([CH2:19][OH:20])[CH:13]=1.C(N(CC)CC)C, predict the reaction product. (4) Given the reactants CC(C)([O-])C.[K+].Cl[CH2:8][C:9]([NH:11][CH2:12][CH:13]([OH:16])[CH2:14][OH:15])=[O:10].CO.O, predict the reaction product. The product is: [OH:15][CH2:14][CH:13]1[CH2:12][NH:11][C:9](=[O:10])[CH2:8][O:16]1. (5) Given the reactants [Br:1][C:2]1[N:6]2[N:7]=[C:8](Cl)[CH:9]=[CH:10][C:5]2=[N:4][CH:3]=1.[NH:12]1[CH2:17][CH2:16][O:15][CH2:14][CH2:13]1.C(Cl)Cl.CO.[NH4+].[OH-], predict the reaction product. The product is: [Br:1][C:2]1[N:6]2[N:7]=[C:8]([N:12]3[CH2:17][CH2:16][O:15][CH2:14][CH2:13]3)[CH:9]=[CH:10][C:5]2=[N:4][CH:3]=1. (6) Given the reactants [Br:1][C:2]1[C:7]([OH:8])=[C:6]([Br:9])[C:5](Br)=[C:4]([C:11]([C:14]2[CH:19]=[CH:18][C:17]([OH:20])=[CH:16][CH:15]=2)([CH3:13])[CH3:12])[C:3]=1Br.OC1C=CC(C(C2C=CC(O)=CC=2)(C)C)=CC=1.[Br-:39].[Br-:40].[Na+].Br([O-])(=O)=O.[Na+].Cl, predict the reaction product. The product is: [CH3:13][C:11]([C:14]1[CH:15]=[C:16]([Br:39])[C:17]([OH:20])=[C:18]([Br:40])[CH:19]=1)([C:4]1[CH:5]=[C:6]([Br:9])[C:7]([OH:8])=[C:2]([Br:1])[CH:3]=1)[CH3:12]. (7) Given the reactants Cl.[NH2:2][C@H:3]([C:14]([O:16][CH3:17])=[O:15])[CH2:4][C:5]1[C:13]2[C:8](=[CH:9][CH:10]=[CH:11][CH:12]=2)[NH:7][CH:6]=1.[NH:18]([C:43]([O:45][C:46]([CH3:49])([CH3:48])[CH3:47])=[O:44])[C@H:19]([C:35]([NH:37][C@H:38]([C:40](O)=[O:41])[CH3:39])=[O:36])[CH2:20][C:21]1[CH:26]=[CH:25][C:24]([O:27][CH2:28][C:29]2[CH:34]=[CH:33][CH:32]=[CH:31][CH:30]=2)=[CH:23][CH:22]=1.C1CCC(N=C=NC2CCCCC2)CC1.C1C=CC2N(O)N=NC=2C=1, predict the reaction product. The product is: [NH:18]([C:43]([O:45][C:46]([CH3:47])([CH3:49])[CH3:48])=[O:44])[C@H:19]([C:35]([NH:37][C@H:38]([C:40]([NH:2][C@H:3]([C:14]([O:16][CH3:17])=[O:15])[CH2:4][C:5]1[C:13]2[C:8](=[CH:9][CH:10]=[CH:11][CH:12]=2)[NH:7][CH:6]=1)=[O:41])[CH3:39])=[O:36])[CH2:20][C:21]1[CH:26]=[CH:25][C:24]([O:27][CH2:28][C:29]2[CH:34]=[CH:33][CH:32]=[CH:31][CH:30]=2)=[CH:23][CH:22]=1. (8) Given the reactants S([O-])(O)(=O)=O.[C:6]([C:10]1[CH:15]=[CH:14][C:13]([I+:16][C:17]2[CH:22]=[CH:21][C:20]([C:23]([CH3:26])([CH3:25])[CH3:24])=[CH:19][CH:18]=2)=[CH:12][CH:11]=1)([CH3:9])([CH3:8])[CH3:7].[F:27][C:28]([F:41])([F:40])[C:29]([OH:39])([C:35]([F:38])([F:37])[F:36])[CH2:30][S:31]([O-:34])(=[O:33])=[O:32].[Na+], predict the reaction product. The product is: [F:38][C:35]([F:36])([F:37])[C:29]([OH:39])([C:28]([F:41])([F:27])[F:40])[CH2:30][S:31]([O-:34])(=[O:33])=[O:32].[C:23]([C:20]1[CH:21]=[CH:22][C:17]([I+:16][C:13]2[CH:12]=[CH:11][C:10]([C:6]([CH3:9])([CH3:8])[CH3:7])=[CH:15][CH:14]=2)=[CH:18][CH:19]=1)([CH3:26])([CH3:25])[CH3:24]. (9) Given the reactants [CH:1]1([C:4]2[NH:5][C:6]([C:10]3[C:11]([CH3:21])=[CH:12][C:13](C)=[C:14]([CH:19]=3)[C:15]([O:17][CH3:18])=[O:16])=[C:7]([CH3:9])[N:8]=2)[CH2:3][CH2:2]1.[CH3:22][O:23][CH:24]1CCC(C=O)[CH2:26][CH2:25]1.CC1C=CC(C(OC)=O)=CC=1B1OC(C)(C)C(C)(C)O1.CC1C=C(C)C(B2OC(C)(C)C(C)(C)O2)=CC=1C(OC)=O, predict the reaction product. The product is: [CH3:22][O:23][CH:24]1[CH2:25][CH2:26][CH:1]([C:4]2[NH:5][C:6]([C:10]3[CH:19]=[C:14]([CH:13]=[CH:12][C:11]=3[CH3:21])[C:15]([O:17][CH3:18])=[O:16])=[C:7]([CH3:9])[N:8]=2)[CH2:2][CH2:3]1. (10) Given the reactants [NH:1]1[C:5]2=[N:6][CH:7]=[CH:8][CH:9]=[C:4]2[C:3]([C:10]2[CH:19]=[CH:18][CH:17]=[C:16]3[C:11]=2[CH:12]=[CH:13][N:14]=[CH:15]3)=[CH:2]1.[H-].[Na+].I[CH3:23].CO, predict the reaction product. The product is: [CH3:23][N:1]1[C:5]2=[N:6][CH:7]=[CH:8][CH:9]=[C:4]2[C:3]([C:10]2[CH:19]=[CH:18][CH:17]=[C:16]3[C:11]=2[CH:12]=[CH:13][N:14]=[CH:15]3)=[CH:2]1.